Dataset: Reaction yield outcomes from USPTO patents with 853,638 reactions. Task: Predict the reaction yield, written as a fraction of the theoretical maximum amount of product (1.0 means a 100% yield; for example, 0.34 means a 34% yield). (1) The reactants are [BH4-].[Na+].[CH3:3][O:4][C:5]([C@@H:7]1[CH2:11][C:10](=[O:12])[CH2:9][C@@H:8]1[C:13]([O:15][CH3:16])=[O:14])=[O:6]. The catalyst is CO. The product is [CH3:16][O:15][C:13]([CH:8]1[CH2:9][CH:10]([OH:12])[CH2:11][CH:7]1[C:5]([O:4][CH3:3])=[O:6])=[O:14]. The yield is 0.760. (2) The reactants are [CH2:1]([O:8][C:9]1[C:14]([C:15]2[CH:20]=[CH:19][C:18]([C:21]([F:24])([F:23])[F:22])=[CH:17][CH:16]=2)=[CH:13][C:12]([C@@H:25]2[CH2:27][C@H:26]2[NH:28][CH2:29][CH2:30][N:31]2[CH2:35][CH2:34][C@@H:33]([NH:36]C(=O)OC(C)(C)C)[CH2:32]2)=[CH:11][CH:10]=1)[C:2]1[CH:7]=[CH:6][CH:5]=[CH:4][CH:3]=1.[ClH:44]. The catalyst is O1CCOCC1. The product is [ClH:44].[ClH:44].[CH2:1]([O:8][C:9]1[C:14]([C:15]2[CH:16]=[CH:17][C:18]([C:21]([F:23])([F:24])[F:22])=[CH:19][CH:20]=2)=[CH:13][C:12]([C@@H:25]2[CH2:27][C@H:26]2[NH:28][CH2:29][CH2:30][N:31]2[CH2:35][CH2:34][C@@H:33]([NH2:36])[CH2:32]2)=[CH:11][CH:10]=1)[C:2]1[CH:3]=[CH:4][CH:5]=[CH:6][CH:7]=1. The yield is 0.950. (3) The reactants are [CH2:1]([C:3]1[C:8]2[C:9]3[CH:15]=[CH:14][CH:13]=[N:12][C:10]=3[NH:11][C:7]=2[CH:6]=[N:5][C:4]=1[C:16]#[N:17])[CH3:2].C1C(=O)N([Br:25])C(=O)C1. The catalyst is CN(C=O)C.C(OCC)(=O)C. The product is [Br:25][C:14]1[CH:13]=[N:12][C:10]2[NH:11][C:7]3[CH:6]=[N:5][C:4]([C:16]#[N:17])=[C:3]([CH2:1][CH3:2])[C:8]=3[C:9]=2[CH:15]=1. The yield is 0.790. (4) The reactants are C(=O)([O-])[O-].[K+].[K+].Br[CH2:8][C:9]#[C:10][CH3:11].[OH:12][C:13]1[CH:22]=[CH:21][C:16]([C:17]([O:19][CH3:20])=[O:18])=[CH:15][CH:14]=1. The catalyst is CC(=O)CC. The product is [CH2:8]([O:12][C:13]1[CH:14]=[CH:15][C:16]([C:17]([O:19][CH3:20])=[O:18])=[CH:21][CH:22]=1)[C:9]#[C:10][CH3:11]. The yield is 1.00. (5) The reactants are [Cl:1][C:2]1[C:7]2[C:8](=[O:21])[N:9](C(C)(C3C=CC=CC=3)C)[CH:10](O)[C:6]=2[C:5]([Cl:22])=[CH:4][N:3]=1.FC(F)(F)C(O)=O.C([SiH](CC)CC)C.CCCCCC.C(OCC)(=O)C. The catalyst is [N+](C)([O-])=O. The product is [Cl:1][C:2]1[C:7]2[C:8](=[O:21])[NH:9][CH2:10][C:6]=2[C:5]([Cl:22])=[CH:4][N:3]=1. The yield is 0.720.